Task: Predict the reaction yield, written as a fraction of the theoretical maximum amount of product (1.0 means a 100% yield; for example, 0.34 means a 34% yield).. Dataset: Reaction yield outcomes from USPTO patents with 853,638 reactions (1) The reactants are [N+:1]([C:4]1[CH:5]=[C:6]2[C:11](=[CH:12][CH:13]=1)[C:10]([N:14]([C:22]([O:24][C:25]([CH3:28])([CH3:27])[CH3:26])=[O:23])[C:15]([O:17][C:18]([CH3:21])([CH3:20])[CH3:19])=[O:16])=[N:9][CH:8]=[CH:7]2)([O-])=O.[H][H]. The catalyst is CO.C1COCC1.[Pd]. The product is [NH2:1][C:4]1[CH:5]=[C:6]2[C:11](=[CH:12][CH:13]=1)[C:10]([N:14]([C:15]([O:17][C:18]([CH3:21])([CH3:20])[CH3:19])=[O:16])[C:22]([O:24][C:25]([CH3:26])([CH3:27])[CH3:28])=[O:23])=[N:9][CH:8]=[CH:7]2. The yield is 0.950. (2) The reactants are [CH3:1][C:2]1[S:3][C:4]2[C:10](=O)[C:9](=[CH:12]N3CCOCC3)[CH2:8][CH2:7][C:5]=2[N:6]=1.[N+]([O-])(O)=O.[CH3:23][N:24]([CH3:35])[C:25]1[CH:30]=[CH:29][C:28]([NH:31][C:32]([NH2:34])=[NH:33])=[CH:27][CH:26]=1.[OH-].[Na+]. The catalyst is COCCO. The product is [CH3:23][N:24]([CH3:35])[C:25]1[CH:26]=[CH:27][C:28]([NH:31][C:32]2[N:34]=[CH:12][C:9]3[CH2:8][CH2:7][C:5]4[N:6]=[C:2]([CH3:1])[S:3][C:4]=4[C:10]=3[N:33]=2)=[CH:29][CH:30]=1. The yield is 0.920.